This data is from Forward reaction prediction with 1.9M reactions from USPTO patents (1976-2016). The task is: Predict the product of the given reaction. (1) Given the reactants Cl[C:2]1[CH:7]=[C:6]([O:8][C:9]2[CH:10]=[CH:11][C:12]([NH:15][C:16]([N:18]3[CH2:22][CH2:21][N:20]([CH:23]4[CH2:28][CH2:27][O:26][CH2:25][CH2:24]4)[C:19]3=[O:29])=[O:17])=[N:13][CH:14]=2)[CH:5]=[CH:4][N:3]=1.C([O-])([O-])=O.[K+].[K+].[CH3:36][C:37]1[CH:42]=[CH:41][C:40](B2OC(C)(C)C(C)(C)O2)=[CH:39][N:38]=1, predict the reaction product. The product is: [CH3:36][C:37]1[N:38]=[CH:39][C:40]([C:2]2[CH:7]=[C:6]([O:8][C:9]3[CH:10]=[CH:11][C:12]([NH:15][C:16]([N:18]4[CH2:22][CH2:21][N:20]([CH:23]5[CH2:28][CH2:27][O:26][CH2:25][CH2:24]5)[C:19]4=[O:29])=[O:17])=[N:13][CH:14]=3)[CH:5]=[CH:4][N:3]=2)=[CH:41][CH:42]=1. (2) Given the reactants [Cl:1][C:2]1[CH:7]=[C:6]2[NH:8][C:9](=[O:40])[C:10]3([CH:15]([C:16]4[CH:21]=[CH:20][CH:19]=[C:18]([Cl:22])[CH:17]=4)[CH2:14][C:13](=O)[N:12]([CH2:24][C:25]([O:27][C:28]([CH3:31])([CH3:30])[CH3:29])=[O:26])[CH:11]3[C:32]3[CH:37]=[C:36]([F:38])[CH:35]=[CH:34][C:33]=3[CH3:39])[C:5]2=[CH:4][CH:3]=1.[CH3:41][O:42][CH:43]([Si:45]([CH3:48])([CH3:47])[CH3:46])[CH3:44].COC1C=CC(P2(=S)SP(=S)(C3C=CC(OC)=CC=3)[S:58]2)=CC=1, predict the reaction product. The product is: [Cl:1][C:2]1[CH:7]=[C:6]2[NH:8][C:9](=[O:40])[C:10]3([CH:15]([C:16]4[CH:21]=[CH:20][CH:19]=[C:18]([Cl:22])[CH:17]=4)[CH2:14][C:13](=[S:58])[N:12]([CH2:24][C:25]([O:27][C:28]([CH3:31])([CH3:30])[CH3:29])=[O:26])[CH:11]3[C:32]3[CH:37]=[C:36]([F:38])[CH:35]=[CH:34][C:33]=3[CH3:39])[C:5]2=[CH:4][CH:3]=1.[CH3:41][O:42][CH:43]([Si:45]([CH3:48])([CH3:47])[CH3:46])[CH3:44]. (3) Given the reactants Cl[C:2]1[CH:7]=[C:6]([C:8]([OH:11])([CH3:10])[CH3:9])[CH:5]=[CH:4][N:3]=1.[CH3:12][C:13]1([CH3:29])[C:17]([CH3:19])([CH3:18])[O:16][B:15]([C:20]2[CH:28]=[CH:27][C:23]([C:24]([NH2:26])=[O:25])=[CH:22][CH:21]=2)[O:14]1.C([O-])([O-])=O.[Cs+].[Cs+], predict the reaction product. The product is: [OH:11][C:8]([C:6]1[CH:5]=[CH:4][N:3]=[C:2]([NH:26][C:24](=[O:25])[C:23]2[CH:22]=[CH:21][C:20]([B:15]3[O:14][C:13]([CH3:12])([CH3:29])[C:17]([CH3:19])([CH3:18])[O:16]3)=[CH:28][CH:27]=2)[CH:7]=1)([CH3:10])[CH3:9].